This data is from Full USPTO retrosynthesis dataset with 1.9M reactions from patents (1976-2016). The task is: Predict the reactants needed to synthesize the given product. (1) The reactants are: Cl.[Cl:2][C:3]1[CH:4]=[C:5]2[C:9](=[CH:10][CH:11]=1)[NH:8][CH:7]=[C:6]2[CH2:12][CH2:13][NH2:14].[CH2:15]([C:22]1[S:26][N:25]=[C:24]([C:27](O)=[O:28])[CH:23]=1)[C:16]1[CH:21]=[CH:20][CH:19]=[CH:18][CH:17]=1.CN(C(ON1N=NC2C=CC=NC1=2)=[N+](C)C)C.F[P-](F)(F)(F)(F)F.C(N(CC)C(C)C)(C)C. Given the product [CH2:15]([C:22]1[S:26][N:25]=[C:24]([C:27]([NH:14][CH2:13][CH2:12][C:6]2[C:5]3[C:9](=[CH:10][CH:11]=[C:3]([Cl:2])[CH:4]=3)[NH:8][CH:7]=2)=[O:28])[CH:23]=1)[C:16]1[CH:17]=[CH:18][CH:19]=[CH:20][CH:21]=1, predict the reactants needed to synthesize it. (2) Given the product [NH:36]1[C:19]([C:16]2[N:17]=[CH:18][C:13]([C:10]3[N:9]4[CH:21]=[C:22](/[CH:24]=[CH:25]/[C:26]5[CH:35]=[CH:34][C:33]6[C:28](=[CH:29][CH:30]=[CH:31][CH:32]=6)[N:27]=5)[N:23]=[C:8]4[C:7]([N:4]4[CH2:3][CH2:2][O:1][CH2:6][CH2:5]4)=[N:12][CH:11]=3)=[CH:14][CH:15]=2)=[N:20][N:38]=[N:37]1, predict the reactants needed to synthesize it. The reactants are: [O:1]1[CH2:6][CH2:5][N:4]([C:7]2[C:8]3[N:9]([CH:21]=[C:22](/[CH:24]=[CH:25]/[C:26]4[CH:35]=[CH:34][C:33]5[C:28](=[CH:29][CH:30]=[CH:31][CH:32]=5)[N:27]=4)[N:23]=3)[C:10]([C:13]3[CH:14]=[CH:15][C:16]([C:19]#[N:20])=[N:17][CH:18]=3)=[CH:11][N:12]=2)[CH2:3][CH2:2]1.[N-:36]=[N+:37]=[N-:38].[Na+].